Dataset: Forward reaction prediction with 1.9M reactions from USPTO patents (1976-2016). Task: Predict the product of the given reaction. Given the reactants [CH3:1][O:2][C:3](=[O:17])[CH2:4][CH2:5][C:6]([C:9]1[CH:14]=[CH:13][C:12]([Cl:15])=[C:11]([Cl:16])[CH:10]=1)=[N:7][OH:8].[H-].[Na+].[CH3:20][N:21]([CH2:23][CH2:24]Br)[CH3:22], predict the reaction product. The product is: [Cl:16][C:11]1[CH:10]=[C:9]([C:6](=[N:7][O:8][CH2:24][CH2:23][N:21]([CH3:22])[CH3:20])[CH2:5][CH2:4][C:3]([O:2][CH3:1])=[O:17])[CH:14]=[CH:13][C:12]=1[Cl:15].